This data is from Full USPTO retrosynthesis dataset with 1.9M reactions from patents (1976-2016). The task is: Predict the reactants needed to synthesize the given product. Given the product [ClH:21].[OH:1][C@@H:2]1[CH2:6][CH2:5][N:4]([CH2:7][CH2:8][C:9]2[NH:10][C:11](=[O:20])[C:12]3[C:17]([CH:18]=2)=[C:16]([CH3:19])[CH:15]=[CH:14][CH:13]=3)[CH2:3]1, predict the reactants needed to synthesize it. The reactants are: [OH:1][C@@H:2]1[CH2:6][CH2:5][N:4]([CH2:7][CH2:8][C:9]2[NH:10][C:11](=[O:20])[C:12]3[C:17]([CH:18]=2)=[C:16]([CH3:19])[CH:15]=[CH:14][CH:13]=3)[CH2:3]1.[ClH:21].